Dataset: Merck oncology drug combination screen with 23,052 pairs across 39 cell lines. Task: Regression. Given two drug SMILES strings and cell line genomic features, predict the synergy score measuring deviation from expected non-interaction effect. (1) Drug 1: O=c1[nH]cc(F)c(=O)[nH]1. Drug 2: O=C(O)C1(Cc2cccc(Nc3nccs3)n2)CCC(Oc2cccc(Cl)c2F)CC1. Cell line: NCIH23. Synergy scores: synergy=-2.77. (2) Drug 1: CCC1=CC2CN(C1)Cc1c([nH]c3ccccc13)C(C(=O)OC)(c1cc3c(cc1OC)N(C)C1C(O)(C(=O)OC)C(OC(C)=O)C4(CC)C=CCN5CCC31C54)C2. Drug 2: CCN(CC)CCNC(=O)c1c(C)[nH]c(C=C2C(=O)Nc3ccc(F)cc32)c1C. Cell line: ZR751. Synergy scores: synergy=-11.8. (3) Drug 1: NC1(c2ccc(-c3nc4ccn5c(=O)[nH]nc5c4cc3-c3ccccc3)cc2)CCC1. Drug 2: CNC(=O)c1cc(Oc2ccc(NC(=O)Nc3ccc(Cl)c(C(F)(F)F)c3)cc2)ccn1. Cell line: CAOV3. Synergy scores: synergy=15.8. (4) Cell line: A2780. Synergy scores: synergy=-4.35. Drug 2: NC1CCCCC1N.O=C(O)C(=O)O.[Pt+2]. Drug 1: O=C(O)C1(Cc2cccc(Nc3nccs3)n2)CCC(Oc2cccc(Cl)c2F)CC1. (5) Drug 1: O=C(CCCCCCC(=O)Nc1ccccc1)NO. Drug 2: NC(=O)c1cccc2cn(-c3ccc(C4CCCNC4)cc3)nc12. Cell line: A375. Synergy scores: synergy=16.5. (6) Drug 1: O=C(NOCC(O)CO)c1ccc(F)c(F)c1Nc1ccc(I)cc1F. Drug 2: CNC(=O)c1cc(Oc2ccc(NC(=O)Nc3ccc(Cl)c(C(F)(F)F)c3)cc2)ccn1. Cell line: NCIH1650. Synergy scores: synergy=18.4.